Dataset: Catalyst prediction with 721,799 reactions and 888 catalyst types from USPTO. Task: Predict which catalyst facilitates the given reaction. (1) Reactant: [C:1]([C:5]1[CH:6]=[C:7]2[C:19]3=[C:20]4[C:10](=[CH:11][CH:12]=[C:13]([C:21]5[CH:26]=[CH:25][CH:24]=[CH:23][CH:22]=5)[C:14]4=[CH:15][CH:16]=[C:17]3[CH:18]=1)[CH:9]=[CH:8]2)([CH3:4])([CH3:3])[CH3:2].CO.[Br-:29].[Br-].[Br-].C([N+](C)(C)C)C1C=CC=CC=1.C([N+](C)(C)C)C1C=CC=CC=1.C([N+](C)(C)C)C1C=CC=CC=1.O. Product: [Br:29][C:11]1[C:10]2[C:20]3=[C:19]4[C:7](=[CH:8][CH:9]=2)[CH:6]=[C:5]([C:1]([CH3:4])([CH3:2])[CH3:3])[CH:18]=[C:17]4[CH:16]=[CH:15][C:14]3=[C:13]([C:21]2[CH:26]=[CH:25][CH:24]=[CH:23][CH:22]=2)[CH:12]=1. The catalyst class is: 4. (2) Reactant: Br[C:2]1[N:3]=[C:4]2[CH:9]=[CH:8][CH:7]=[C:6]([N:10]([CH2:14][CH2:15][CH3:16])[CH2:11][CH2:12][CH3:13])[N:5]2[CH:17]=1.[Li]C(C)(C)C.[CH3:23][C:24]1[CH:32]=[C:31]([CH3:33])[CH:30]=[CH:29][C:25]=1[C:26](Cl)=[O:27]. Product: [CH3:23][C:24]1[CH:32]=[C:31]([CH3:33])[CH:30]=[CH:29][C:25]=1[C:26]([C:2]1[N:3]=[C:4]2[CH:9]=[CH:8][CH:7]=[C:6]([N:10]([CH2:14][CH2:15][CH3:16])[CH2:11][CH2:12][CH3:13])[N:5]2[CH:17]=1)=[O:27]. The catalyst class is: 1. (3) Reactant: Cl.[Cl:2][C:3]1[CH:4]=[C:5]2[C:9](=[CH:10][CH:11]=1)[NH:8][CH:7]=[C:6]2[CH2:12][CH2:13][NH2:14].[CH3:15][C:16]1[CH:17]=[C:18]([N:23]2[CH2:27][CH2:26][CH:25]([C:28](O)=[O:29])[C:24]2=[O:31])[CH:19]=[CH:20][C:21]=1[CH3:22].CN(C(ON1N=NC2C=CC=NC1=2)=[N+](C)C)C.F[P-](F)(F)(F)(F)F.C(N(CC)C(C)C)(C)C. Product: [Cl:2][C:3]1[CH:4]=[C:5]2[C:9](=[CH:10][CH:11]=1)[NH:8][CH:7]=[C:6]2[CH2:12][CH2:13][NH:14][C:28]([CH:25]1[CH2:26][CH2:27][N:23]([C:18]2[CH:19]=[CH:20][C:21]([CH3:22])=[C:16]([CH3:15])[CH:17]=2)[C:24]1=[O:31])=[O:29]. The catalyst class is: 3.